This data is from Peptide-MHC class I binding affinity with 185,985 pairs from IEDB/IMGT. The task is: Regression. Given a peptide amino acid sequence and an MHC pseudo amino acid sequence, predict their binding affinity value. This is MHC class I binding data. (1) The peptide sequence is NSDDYTADE. The MHC is HLA-A26:01 with pseudo-sequence HLA-A26:01. The binding affinity (normalized) is 0.0847. (2) The peptide sequence is RVRPKKEVL. The MHC is HLA-A11:01 with pseudo-sequence HLA-A11:01. The binding affinity (normalized) is 0.0847.